Dataset: Full USPTO retrosynthesis dataset with 1.9M reactions from patents (1976-2016). Task: Predict the reactants needed to synthesize the given product. (1) Given the product [Cl:21][C:10]1[C:11](=[O:14])[NH:12][CH:13]=[C:8]([CH:7]([C:15]2[CH:20]=[CH:19][CH:18]=[CH:17][CH:16]=2)[C:1]2[CH:2]=[CH:3][CH:4]=[CH:5][CH:6]=2)[CH:9]=1, predict the reactants needed to synthesize it. The reactants are: [C:1]1([CH:7]([C:15]2[CH:20]=[CH:19][CH:18]=[CH:17][CH:16]=2)[C:8]2[CH:9]=[CH:10][C:11](=[O:14])[NH:12][CH:13]=2)[CH:6]=[CH:5][CH:4]=[CH:3][CH:2]=1.[Cl:21]N1C(=O)CCC1=O.C([O-])(O)=O.[Na+]. (2) Given the product [Cl:66][C:67]1[CH:68]=[CH:69][C:70]([C:73]2[S:74][C:75]([C:8]3[CH:17]=[CH:16][C:15]4[C:10](=[CH:11][CH:12]=[C:13]([C:18]5[N:22]([CH:23]6[CH2:24][CH2:25][CH2:26][CH2:27][CH2:28]6)[C:21]6[CH:29]=[CH:30][C:31]([C:33]([OH:35])=[O:34])=[CH:32][C:20]=6[N:19]=5)[CH:14]=4)[N:9]=3)=[C:76]([CH3:78])[N:77]=2)=[CH:71][CH:72]=1, predict the reactants needed to synthesize it. The reactants are: BrC1C=CC(O)=C([C:8]2[CH:17]=[CH:16][C:15]3[C:10](=[CH:11][CH:12]=[C:13]([C:18]4[N:22]([CH:23]5[CH2:28][CH2:27][CH2:26][CH2:25][CH2:24]5)[C:21]5[CH:29]=[CH:30][C:31]([C:33]([OH:35])=[O:34])=[CH:32][C:20]=5[N:19]=4)[CH:14]=3)[N:9]=2)C=1.C(OC(C1C=CC2N(C3CCCCC3)C(C3C=CC(N)=C(C=O)C=3)=NC=2C=1)=O)C.[Cl:66][C:67]1[CH:72]=[CH:71][C:70]([C:73]2[S:74][C:75](C(=O)C)=[C:76]([CH3:78])[N:77]=2)=[CH:69][CH:68]=1.[OH-].[K+]. (3) Given the product [C:11]([C:13]1([NH:19][C:20]([CH:22]([NH:30][C:31]([N:33]2[CH2:38][CH2:37][O:36][CH2:35][CH2:34]2)=[O:32])[CH2:23][CH:24]2[CH2:25][CH2:26][CH2:27][CH2:28][CH2:29]2)=[O:21])[CH2:14][CH2:15][N:16]([C:73](=[O:74])[CH2:72][N:71]([CH3:76])[CH3:69])[CH2:17][CH2:18]1)#[N:12], predict the reactants needed to synthesize it. The reactants are: CNN(NC)CC(O)=O.Cl.[C:11]([C:13]1([NH:19][C:20]([CH:22]([NH:30][C:31]([N:33]2[CH2:38][CH2:37][O:36][CH2:35][CH2:34]2)=[O:32])[CH2:23][CH:24]2[CH2:29][CH2:28][CH2:27][CH2:26][CH2:25]2)=[O:21])[CH2:18][CH2:17][NH:16][CH2:15][CH2:14]1)#[N:12].C(C1(NC(C(N[C:69]([N:71]2[CH2:76]C[O:74][CH2:73][CH2:72]2)=O)CC(C)(C)C)=O)CC(C2C=CC=CC=2)NC(C2C=CC=CC=2)C1)#N. (4) Given the product [Cl:9][C:10]1[CH:15]=[CH:14][C:13]2[C:7]3[C:2](=[O:1])[NH:3][CH:4]=[CH:5][C:6]=3[NH:16][C:12]=2[CH:11]=1, predict the reactants needed to synthesize it. The reactants are: [OH:1][C:2]1[CH:7]=[C:6](O)[CH:5]=[CH:4][N:3]=1.[Cl:9][C:10]1[CH:11]=[C:12]([NH:16]N)[CH:13]=[CH:14][CH:15]=1. (5) Given the product [CH3:12][NH:13][C:3]1[C:2]([NH2:26])=[CH:8][CH:7]=[C:6]([N+:9]([O-:11])=[O:10])[CH:5]=1, predict the reactants needed to synthesize it. The reactants are: F[C:2]1[CH:8]=[CH:7][C:6]([N+:9]([O-:11])=[O:10])=[CH:5][C:3]=1N.[CH3:12][NH2:13].C1COCC1.C(=O)([O-])[O-].[K+].[K+].C[N:26]1CCCC1=O. (6) Given the product [CH3:1][O:2][C:3](=[O:4])[CH2:5][C:6]1[CH:7]=[CH:8][C:9]([C:10](=[O:12])[NH:39][C:36]2[CH:37]=[C:38]3[C:33]([CH2:32][CH2:31][CH2:30][N:29]3[S:26]([C:24]3[CH:25]=[C:20]([Cl:19])[CH:21]=[CH:22][C:23]=3[O:40][CH3:41])(=[O:28])=[O:27])=[CH:34][CH:35]=2)=[CH:13][CH:14]=1, predict the reactants needed to synthesize it. The reactants are: [CH3:1][O:2][C:3]([CH2:5][C:6]1[CH:14]=[CH:13][C:9]([C:10]([OH:12])=O)=[CH:8][CH:7]=1)=[O:4].S(Cl)(Cl)=O.[Cl:19][C:20]1[CH:21]=[CH:22][C:23]([O:40][CH3:41])=[C:24]([S:26]([N:29]2[C:38]3[C:33](=[CH:34][CH:35]=[C:36]([NH2:39])[CH:37]=3)[CH2:32][CH2:31][CH2:30]2)(=[O:28])=[O:27])[CH:25]=1.Cl.